Dataset: Forward reaction prediction with 1.9M reactions from USPTO patents (1976-2016). Task: Predict the product of the given reaction. (1) Given the reactants [CH3:1][N:2]1[CH2:6][CH2:5][CH2:4][CH:3]1[CH2:7][CH2:8][N:9]1[CH2:14][CH2:13][S:12][C:11]2[CH:15]=[C:16]([N+:19]([O-])=O)[CH:17]=[CH:18][C:10]1=2.O.NN, predict the reaction product. The product is: [CH3:1][N:2]1[CH2:6][CH2:5][CH2:4][CH:3]1[CH2:7][CH2:8][N:9]1[CH2:14][CH2:13][S:12][C:11]2[CH:15]=[C:16]([NH2:19])[CH:17]=[CH:18][C:10]1=2. (2) The product is: [CH3:24][C:18]1[CH:19]=[C:20]([CH3:23])[CH:21]=[CH:22][C:17]=1[N:8]([C:5]1[CH:6]=[CH:7][C:2]([B:25]2[O:29][C:28]([CH3:31])([CH3:30])[C:27]([CH3:33])([CH3:32])[O:26]2)=[CH:3][CH:4]=1)[C:9]1[CH:14]=[CH:13][C:12]([CH3:15])=[CH:11][C:10]=1[CH3:16]. Given the reactants Br[C:2]1[CH:7]=[CH:6][C:5]([N:8]([C:17]2[CH:22]=[CH:21][C:20]([CH3:23])=[CH:19][C:18]=2[CH3:24])[C:9]2[CH:14]=[CH:13][C:12]([CH3:15])=[CH:11][C:10]=2[CH3:16])=[CH:4][CH:3]=1.[B:25]1([B:25]2[O:29][C:28]([CH3:31])([CH3:30])[C:27]([CH3:33])([CH3:32])[O:26]2)[O:29][C:28]([CH3:31])([CH3:30])[C:27]([CH3:33])([CH3:32])[O:26]1.CC([O-])=O.[K+].C1(P(C2C=CC=CC=2)C2C=CC=CC=2OC2C=CC=CC=2P(C2C=CC=CC=2)C2C=CC=CC=2)C=CC=CC=1, predict the reaction product. (3) Given the reactants [CH2:1]([O:5][C:6]1[CH:14]=[CH:13][CH:12]=[C:11]2[C:7]=1[CH:8]=[C:9]([C:15]([OH:17])=O)[NH:10]2)[CH:2]([CH3:4])[CH3:3].Cl.Cl.Cl.[N:21]1([CH2:28][CH2:29][N:30]2[CH2:35][CH2:34][CH:33]([NH2:36])[CH2:32][CH2:31]2)[CH2:27][CH2:26][CH2:25][CH2:24][CH2:23][CH2:22]1, predict the reaction product. The product is: [N:21]1([CH2:28][CH2:29][N:30]2[CH2:31][CH2:32][CH:33]([NH:36][C:15]([C:9]3[NH:10][C:11]4[C:7]([CH:8]=3)=[C:6]([O:5][CH2:1][CH:2]([CH3:3])[CH3:4])[CH:14]=[CH:13][CH:12]=4)=[O:17])[CH2:34][CH2:35]2)[CH2:27][CH2:26][CH2:25][CH2:24][CH2:23][CH2:22]1. (4) Given the reactants [N:1]([CH2:4][C:5]1[CH:10]=[CH:9][C:8]([C:11]([CH3:17])([CH3:16])[C:12]([O:14][CH3:15])=[O:13])=[CH:7][CH:6]=1)=[N+]=[N-].C1(P(C2C=CC=CC=2)C2C=CC=CC=2)C=CC=CC=1.O1CCCC1, predict the reaction product. The product is: [NH2:1][CH2:4][C:5]1[CH:6]=[CH:7][C:8]([C:11]([CH3:17])([CH3:16])[C:12]([O:14][CH3:15])=[O:13])=[CH:9][CH:10]=1. (5) Given the reactants [CH3:1][S:2]([C:5]1[CH:10]=[CH:9][CH:8]=[CH:7][CH:6]=1)(=[O:4])=[O:3].C([Li])CCC.CN1CCCC1=O.[CH3:23][O:24][C:25](=O)[CH2:26][O:27]C, predict the reaction product. The product is: [C:5]1([S:2]([CH2:1][C:26](=[O:27])[CH2:25][O:24][CH3:23])(=[O:4])=[O:3])[CH:10]=[CH:9][CH:8]=[CH:7][CH:6]=1. (6) Given the reactants [F:1][C:2]1[CH:7]=[CH:6][C:5]([C:8]2[CH:12]=[C:11]([C:13]([O:15]C)=[O:14])[O:10][N:9]=2)=[CH:4][CH:3]=1.[OH-].[Na+], predict the reaction product. The product is: [F:1][C:2]1[CH:3]=[CH:4][C:5]([C:8]2[CH:12]=[C:11]([C:13]([OH:15])=[O:14])[O:10][N:9]=2)=[CH:6][CH:7]=1. (7) The product is: [CH3:1][C:2]1[CH:3]=[CH:4][CH:5]=[C:6]2[C:11]=1[C:10](=[O:12])[NH:9][CH2:8][CH2:7]2. Given the reactants [CH3:1][C:2]1[CH:3]=[CH:4][CH:5]=[C:6]2[C:11]=1[C:10](=[O:12])[NH:9][CH:8]=[CH:7]2, predict the reaction product.